From a dataset of Catalyst prediction with 721,799 reactions and 888 catalyst types from USPTO. Predict which catalyst facilitates the given reaction. (1) Reactant: [CH3:1][O:2][C:3](=[O:17])[CH2:4][CH2:5][NH:6][C:7](=[O:16])[C:8]1[CH:13]=[CH:12][C:11]([CH:14]=O)=[CH:10][CH:9]=1.C(OCC)(OCC)OCC.C([BH3-])#N.[Na+].[C:32]([C:36]1[CH:42]=[CH:41][C:39]([NH2:40])=[CH:38][CH:37]=1)([CH3:35])([CH3:34])[CH3:33].[Cl-].[Na+]. Product: [CH3:1][O:2][C:3](=[O:17])[CH2:4][CH2:5][NH:6][C:7](=[O:16])[C:8]1[CH:13]=[CH:12][C:11]([CH2:14][NH:40][C:39]2[CH:41]=[CH:42][C:36]([C:32]([CH3:35])([CH3:34])[CH3:33])=[CH:37][CH:38]=2)=[CH:10][CH:9]=1. The catalyst class is: 640. (2) Reactant: [C:1]([O:5][C:6](=[O:15])[NH:7][CH:8]1[CH2:13][CH2:12][CH:11]([NH2:14])[CH2:10][CH2:9]1)([CH3:4])([CH3:3])[CH3:2].[Br:16][C:17]1[CH:24]=[CH:23][C:20]([CH:21]=O)=[C:19]([O:25][C:26]([F:29])([F:28])[F:27])[CH:18]=1.[BH-](OC(C)=O)(OC(C)=O)OC(C)=O.[Na+].C([O-])(O)=O.[Na+]. Product: [C:1]([O:5][C:6](=[O:15])[NH:7][C@H:8]1[CH2:9][CH2:10][C@@H:11]([NH:14][CH2:21][C:20]2[CH:23]=[CH:24][C:17]([Br:16])=[CH:18][C:19]=2[O:25][C:26]([F:28])([F:27])[F:29])[CH2:12][CH2:13]1)([CH3:4])([CH3:2])[CH3:3]. The catalyst class is: 845.